Dataset: Forward reaction prediction with 1.9M reactions from USPTO patents (1976-2016). Task: Predict the product of the given reaction. (1) Given the reactants [NH:1]1[C:5]2[CH:6]=[CH:7][CH:8]=[CH:9][C:4]=2[N:3]=[C:2]1[C:10]([C:12]1[CH:17]=[CH:16][C:15]([O:18][C:19]2[C:24]([N:25]3[CH2:30][CH2:29][O:28][CH2:27][CH2:26]3)=[N:23][CH:22]=[CH:21][N:20]=2)=[CH:14][CH:13]=1)=[O:11].[C:31](=O)([O-])[O-].[Cs+].[Cs+].IC, predict the reaction product. The product is: [CH3:31][N:1]1[C:5]2[CH:6]=[CH:7][CH:8]=[CH:9][C:4]=2[N:3]=[C:2]1[C:10]([C:12]1[CH:13]=[CH:14][C:15]([O:18][C:19]2[C:24]([N:25]3[CH2:30][CH2:29][O:28][CH2:27][CH2:26]3)=[N:23][CH:22]=[CH:21][N:20]=2)=[CH:16][CH:17]=1)=[O:11]. (2) Given the reactants [CH3:1][O:2][C:3]([C:5]1[S:6][CH:7]=[CH:8][C:9]=1[N:10](C)[C:11](=O)C(F)(F)F)=[O:4], predict the reaction product. The product is: [CH3:1][O:2][C:3]([C:5]1[S:6][CH:7]=[CH:8][C:9]=1[NH:10][CH3:11])=[O:4].